Dataset: Forward reaction prediction with 1.9M reactions from USPTO patents (1976-2016). Task: Predict the product of the given reaction. Given the reactants [O:1]=[C:2]1[N:6]2[CH:7]=[CH:8][CH:9]=[CH:10][C:5]2=[N:4][N:3]1[CH2:11][CH2:12]OS(C1C=CC(C)=CC=1)(=O)=O.[NH:24]1[CH2:29][CH:28]=[C:27]([C:30]2[C:38]3[C:33](=[CH:34][CH:35]=[CH:36][CH:37]=3)[NH:32][CH:31]=2)[CH2:26][CH2:25]1.C(N(CC)CC)C.O, predict the reaction product. The product is: [NH:32]1[C:33]2[C:38](=[CH:37][CH:36]=[CH:35][CH:34]=2)[C:30]([C:27]2[CH2:28][CH2:29][N:24]([CH2:12][CH2:11][N:3]3[C:2](=[O:1])[N:6]4[CH:7]=[CH:8][CH:9]=[CH:10][C:5]4=[N:4]3)[CH2:25][CH:26]=2)=[CH:31]1.